This data is from Forward reaction prediction with 1.9M reactions from USPTO patents (1976-2016). The task is: Predict the product of the given reaction. (1) Given the reactants [N:1]1[C:2]([C:10]([O:12][CH2:13][CH3:14])=[O:11])=[CH:3][N:4]2[CH:9]=[CH:8][CH:7]=[CH:6][C:5]=12.[I:15]N1C(=O)CCC1=O, predict the reaction product. The product is: [I:15][C:3]1[N:4]2[CH:9]=[CH:8][CH:7]=[CH:6][C:5]2=[N:1][C:2]=1[C:10]([O:12][CH2:13][CH3:14])=[O:11]. (2) Given the reactants [CH3:1][O:2][C:3]1[CH:30]=[CH:29][C:6]([CH2:7][N:8]2[C:16]3[CH:15]=[C:14]([CH3:17])[N:13]=[C:12]([NH:18][CH:19]4[CH2:24][CH2:23][O:22][CH2:21][CH2:20]4)[C:11]=3[C:10]([Sn](C)(C)C)=[N:9]2)=[CH:5][CH:4]=1.Br[C:32]1[CH:37]=[C:36]([C:38]([F:41])([F:40])[F:39])[CH:35]=[CH:34][N:33]=1.[Li+].[Cl-], predict the reaction product. The product is: [CH3:1][O:2][C:3]1[CH:30]=[CH:29][C:6]([CH2:7][N:8]2[C:16]3[CH:15]=[C:14]([CH3:17])[N:13]=[C:12]([NH:18][CH:19]4[CH2:24][CH2:23][O:22][CH2:21][CH2:20]4)[C:11]=3[C:10]([C:32]3[CH:37]=[C:36]([C:38]([F:41])([F:40])[F:39])[CH:35]=[CH:34][N:33]=3)=[N:9]2)=[CH:5][CH:4]=1.